From a dataset of Full USPTO retrosynthesis dataset with 1.9M reactions from patents (1976-2016). Predict the reactants needed to synthesize the given product. (1) Given the product [F:21][C:22]1[CH:30]=[CH:29][CH:28]=[CH:27][C:23]=1[C:24]([N:18]1[CH2:19][CH2:20][CH:15]([O:14][C:7]2[C:8]3[C:13](=[CH:12][CH:11]=[CH:10][CH:9]=3)[C:4]([N+:1]([O-:3])=[O:2])=[CH:5][N:6]=2)[CH2:16][CH2:17]1)=[O:25], predict the reactants needed to synthesize it. The reactants are: [N+:1]([C:4]1[C:13]2[C:8](=[CH:9][CH:10]=[CH:11][CH:12]=2)[C:7]([O:14][CH:15]2[CH2:20][CH2:19][NH:18][CH2:17][CH2:16]2)=[N:6][CH:5]=1)([O-:3])=[O:2].[F:21][C:22]1[CH:30]=[CH:29][CH:28]=[CH:27][C:23]=1[C:24](O)=[O:25].C1CCC(N=C=NC2CCCCC2)CC1.C1C=CC2N(O)N=NC=2C=1. (2) Given the product [Cl:13][C:14]1[C:15]2[N:16]([CH:2]=[C:3]([C:5]3[CH:10]=[CH:9][C:8]([F:11])=[CH:7][C:6]=3[F:12])[N:20]=2)[CH:17]=[CH:18][N:19]=1, predict the reactants needed to synthesize it. The reactants are: Br[CH2:2][C:3]([C:5]1[CH:10]=[CH:9][C:8]([F:11])=[CH:7][C:6]=1[F:12])=O.[Cl:13][C:14]1[C:15]([NH2:20])=[N:16][CH:17]=[CH:18][N:19]=1. (3) Given the product [CH2:1]([O:8][C:9]1[C:10]([O:31][CH3:32])=[CH:11][C:12]2[C:13]3[C:14](=[C:19]([NH2:20])[N:30]=[C:29]([N:33]4[CH:37]=[CH:36][N:35]=[CH:34]4)[CH:21]=3)[CH:15]=[N:16][C:17]=2[CH:18]=1)[C:2]1[CH:3]=[CH:4][CH:5]=[CH:6][CH:7]=1, predict the reactants needed to synthesize it. The reactants are: [CH2:1]([O:8][C:9]1[CH:18]=[C:17]2[C:12]([C:13]([CH:21]([C:29]#[N:30])C(OC(C)(C)C)=O)=[C:14]([C:19]#[N:20])[CH:15]=[N:16]2)=[CH:11][C:10]=1[O:31][CH3:32])[C:2]1[CH:7]=[CH:6][CH:5]=[CH:4][CH:3]=1.[NH:33]1[CH:37]=[CH:36][N:35]=[CH:34]1.N1C=CC=CC=1.Cl. (4) Given the product [N:18]1([CH2:23][CH2:24][NH:25][C:26]([C:28]2[C:32]([CH3:33])=[C:31]([CH:34]=[C:10]3[C:9]4[C:13](=[CH:14][CH:15]=[CH:16][C:8]=4[C:3]4[CH:4]=[CH:5][CH:6]=[CH:7][C:2]=4[F:1])[NH:12][C:11]3=[O:17])[NH:30][C:29]=2[CH3:36])=[O:27])[CH2:22][CH2:21][CH2:20][CH2:19]1, predict the reactants needed to synthesize it. The reactants are: [F:1][C:2]1[CH:7]=[CH:6][CH:5]=[CH:4][C:3]=1[C:8]1[CH:16]=[CH:15][CH:14]=[C:13]2[C:9]=1[CH2:10][C:11](=[O:17])[NH:12]2.[N:18]1([CH2:23][CH2:24][NH:25][C:26]([C:28]2[C:32]([CH3:33])=[C:31]([CH:34]=O)[NH:30][C:29]=2[CH3:36])=[O:27])[CH2:22][CH2:21][CH2:20][CH2:19]1. (5) Given the product [Br:1][C:2]1[CH:3]=[C:4]([C:9](=[C:42]2[CH2:43][N:40]([C@@H:31]([C:28]3[CH:27]=[CH:26][C:25]([Cl:24])=[CH:30][CH:29]=3)[C:32]3[CH:39]=[CH:38][CH:37]=[C:34]([C:35]#[N:36])[CH:33]=3)[CH2:41]2)[C:10]([O:12][CH3:13])=[O:11])[CH:5]=[C:6]([F:8])[CH:7]=1, predict the reactants needed to synthesize it. The reactants are: [Br:1][C:2]1[CH:3]=[C:4]([CH2:9][C:10]([O:12][CH3:13])=[O:11])[CH:5]=[C:6]([F:8])[CH:7]=1.[Li+].C[Si]([N-][Si](C)(C)C)(C)C.[Cl:24][C:25]1[CH:30]=[CH:29][C:28]([C@H:31]([N:40]2[CH2:43][C:42](=O)[CH2:41]2)[C:32]2[CH:33]=[C:34]([CH:37]=[CH:38][CH:39]=2)[C:35]#[N:36])=[CH:27][CH:26]=1.CS(Cl)(=O)=O. (6) Given the product [C:26]([O:25][C:23]([N:20]1[CH2:21][CH2:22][CH:17]([CH2:16][CH2:15][CH2:14][O:11][C:8]2[CH:9]=[CH:10][C:5]([CH2:4][C:3]([O:2][CH3:1])=[O:12])=[CH:6][CH:7]=2)[CH2:18][CH2:19]1)=[O:24])([CH3:29])([CH3:28])[CH3:27], predict the reactants needed to synthesize it. The reactants are: [CH3:1][O:2][C:3](=[O:12])[CH2:4][C:5]1[CH:10]=[CH:9][C:8]([OH:11])=[CH:7][CH:6]=1.O[CH2:14][CH2:15][CH2:16][CH:17]1[CH2:22][CH2:21][N:20]([C:23]([O:25][C:26]([CH3:29])([CH3:28])[CH3:27])=[O:24])[CH2:19][CH2:18]1.